This data is from Peptide-MHC class II binding affinity with 134,281 pairs from IEDB. The task is: Regression. Given a peptide amino acid sequence and an MHC pseudo amino acid sequence, predict their binding affinity value. This is MHC class II binding data. (1) The peptide sequence is INVPTAAAIAYGLDR. The MHC is HLA-DQA10102-DQB10602 with pseudo-sequence HLA-DQA10102-DQB10602. The binding affinity (normalized) is 0.790. (2) The peptide sequence is AEAPAAAAAPEEQVQ. The MHC is DRB1_0401 with pseudo-sequence DRB1_0401. The binding affinity (normalized) is 0.0679.